From a dataset of Catalyst prediction with 721,799 reactions and 888 catalyst types from USPTO. Predict which catalyst facilitates the given reaction. (1) Reactant: [H-].C([Al+]CC(C)C)C(C)C.[NH2:11][C:12]1[CH:17]=[CH:16][C:15]([C:18]2[CH:23]=[CH:22][C:21]([C:24]([F:27])([F:26])[F:25])=[CH:20][CH:19]=2)=[CH:14][C:13]=1[C:28](OC)=[O:29].CO.O. Product: [NH2:11][C:12]1[CH:17]=[CH:16][C:15]([C:18]2[CH:19]=[CH:20][C:21]([C:24]([F:25])([F:26])[F:27])=[CH:22][CH:23]=2)=[CH:14][C:13]=1[CH2:28][OH:29]. The catalyst class is: 54. (2) Reactant: [NH2:1][C:2]1[N:10]=[C:9]2[C:5]([N:6]=[CH:7][N:8]2[C@@H:11]2[O:26][C@H:25]([CH2:27][OH:28])[C@@H:23]([OH:24])[C@H:12]2[O:13][CH2:14][CH2:15][CH2:16][CH2:17][N:18]2[CH:22]=[CH:21][N:20]=[CH:19]2)=[C:4](N)[N:3]=1.NC1N=C2C(N=CN2[C@@H]2O[C@H](CO)[C@@H](OCCCCN3C=CN=C3)[C@H]2[OH:42])=C(N)N=1.[C@@H]1(N2C3N=CN=C(N)C=3N=C2)O[C@H](CO)[C@@H](O)[C@H]1O. Product: [N:18]1([CH2:17][CH2:16][CH2:15][CH2:14][O:13][C@@H:12]2[C@H:23]([OH:24])[C@@H:25]([CH2:27][OH:28])[O:26][C@H:11]2[N:8]2[C:9]3[N:10]=[C:2]([NH2:1])[NH:3][C:4](=[O:42])[C:5]=3[N:6]=[CH:7]2)[CH:22]=[CH:21][N:20]=[CH:19]1. The catalyst class is: 16. (3) Reactant: [NH2:1][C:2]1[CH:18]=[CH:17][CH:16]=[CH:15][C:3]=1[C:4]([NH:6][CH2:7][CH2:8][CH2:9][CH2:10][CH2:11][C:12]([OH:14])=[O:13])=[O:5].C[Si](Cl)(C)C.C(N(CC)CC)C.C([C:34]1([OH:43])[CH:42]=[CH:41][CH:40]=[CH:39][CH:35]1[C:36](Cl)=[O:37])(=O)C.[OH-].[Na+].Cl. Product: [OH:43][C:34]1[CH:42]=[CH:41][CH:40]=[CH:39][C:35]=1[C:36]([NH:1][C:2]1[CH:18]=[CH:17][CH:16]=[CH:15][C:3]=1[C:4]([NH:6][CH2:7][CH2:8][CH2:9][CH2:10][CH2:11][C:12]([OH:14])=[O:13])=[O:5])=[O:37]. The catalyst class is: 2. (4) Reactant: [Br:1][C:2]1[CH:3]=[C:4]([S:8][CH2:9][CH:10](OCC)OCC)[CH:5]=[CH:6][CH:7]=1.C1C=CC=CC=1. Product: [Br:1][C:2]1[CH:7]=[CH:6][C:5]2[CH:10]=[CH:9][S:8][C:4]=2[CH:3]=1. The catalyst class is: 6. (5) Reactant: [Cl:1][C:2]1[CH:7]=[CH:6][C:5]([CH2:8][CH2:9][S:10]([NH:13][C:14]2[CH:22]=[CH:21][C:17]([C:18]([OH:20])=[O:19])=[CH:16][C:15]=2[S:23](=[O:26])(=[O:25])[NH2:24])(=[O:12])=[O:11])=[C:4]([O:27][CH3:28])[CH:3]=1.[CH3:29]O. Product: [CH3:29][O:19][C:18](=[O:20])[C:17]1[CH:21]=[CH:22][C:14]([NH:13][S:10]([CH2:9][CH2:8][C:5]2[CH:6]=[CH:7][C:2]([Cl:1])=[CH:3][C:4]=2[O:27][CH3:28])(=[O:12])=[O:11])=[C:15]([S:23](=[O:25])(=[O:26])[NH2:24])[CH:16]=1. The catalyst class is: 309. (6) Reactant: [Cl:1][C:2]1[N:7]=[C:6]([NH2:8])[C:5]([CH3:9])=[CH:4][N:3]=1.Br[C:11]1[CH:16]=[C:15]([O:17][CH3:18])[C:14]([Cl:19])=[CH:13][C:12]=1[Cl:20].C([O-])([O-])=O.[Cs+].[Cs+].C1(P(C2C=CC=CC=2)C2C3OC4C(=CC=CC=4P(C4C=CC=CC=4)C4C=CC=CC=4)C(C)(C)C=3C=CC=2)C=CC=CC=1. Product: [Cl:1][C:2]1[N:7]=[C:6]([NH:8][C:11]2[CH:16]=[C:15]([O:17][CH3:18])[C:14]([Cl:19])=[CH:13][C:12]=2[Cl:20])[C:5]([CH3:9])=[CH:4][N:3]=1. The catalyst class is: 12. (7) Reactant: [F:1][C:2]1[CH:3]=[C:4]([C:8]2[C:12]([CH2:13]O)=[C:11]([CH3:15])[O:10][N:9]=2)[CH:5]=[CH:6][CH:7]=1.[C:16]1(=[O:26])[NH:20][C:19](=[O:21])[C:18]2=[CH:22][CH:23]=[CH:24][CH:25]=[C:17]12.C1(P(C2C=CC=CC=2)C2C=CC=CC=2)C=CC=CC=1.N(C(OCC)=O)=NC(OCC)=O. The catalyst class is: 1. Product: [F:1][C:2]1[CH:3]=[C:4]([C:8]2[C:12]([CH2:13][N:20]3[C:16](=[O:26])[C:17]4[C:18](=[CH:22][CH:23]=[CH:24][CH:25]=4)[C:19]3=[O:21])=[C:11]([CH3:15])[O:10][N:9]=2)[CH:5]=[CH:6][CH:7]=1.